This data is from Reaction yield outcomes from USPTO patents with 853,638 reactions. The task is: Predict the reaction yield, written as a fraction of the theoretical maximum amount of product (1.0 means a 100% yield; for example, 0.34 means a 34% yield). (1) The reactants are [N:1]([C:4]1[C:5]2[NH:12][CH:11]=[C:10]([C@@H:13]3[N:17]([C:18]([O:20][C:21]([CH3:24])([CH3:23])[CH3:22])=[O:19])[C@H:16]([CH2:25][O:26][C:27](=[O:41])[C@@H:28]([NH:33][C:34]([O:36][C:37]([CH3:40])([CH3:39])[CH3:38])=[O:35])[CH2:29][CH:30]([CH3:32])[CH3:31])[C@H:15]4[O:42][C:43]([CH3:46])([CH3:45])[O:44][C@@H:14]34)[C:6]=2[N:7]=[CH:8][N:9]=1)=[N+]=[N-]. The catalyst is CO.[Pd]. The product is [NH2:1][C:4]1[C:5]2[NH:12][CH:11]=[C:10]([C@@H:13]3[N:17]([C:18]([O:20][C:21]([CH3:24])([CH3:23])[CH3:22])=[O:19])[C@H:16]([CH2:25][O:26][C:27](=[O:41])[C@@H:28]([NH:33][C:34]([O:36][C:37]([CH3:40])([CH3:39])[CH3:38])=[O:35])[CH2:29][CH:30]([CH3:32])[CH3:31])[C@H:15]4[O:42][C:43]([CH3:45])([CH3:46])[O:44][C@@H:14]34)[C:6]=2[N:7]=[CH:8][N:9]=1. The yield is 0.535. (2) The reactants are [CH2:1]([N:8]([CH2:12][Si](C)(C)C)[CH2:9]OC)[C:2]1[CH:7]=[CH:6][CH:5]=[CH:4][CH:3]=1.[C:17]([O:23][CH2:24][CH3:25])(=[O:22])/[CH:18]=[CH:19]\[CH2:20][CH3:21]. The catalyst is C(Cl)Cl.C(O)(C(F)(F)F)=O. The product is [CH2:1]([N:8]1[CH2:9][C@H:19]([CH2:20][CH3:21])[C@H:18]([C:17]([O:23][CH2:24][CH3:25])=[O:22])[CH2:12]1)[C:2]1[CH:3]=[CH:4][CH:5]=[CH:6][CH:7]=1. The yield is 0.960. (3) The yield is 0.860. The product is [Br:12][C:4]1[CH:5]=[CH:6][C:1]([N:7]2[CH2:11][CH2:10][CH2:9][CH2:8]2)=[CH:2][CH:3]=1. The reactants are [C:1]1([N:7]2[CH2:11][CH2:10][CH2:9][CH2:8]2)[CH:6]=[CH:5][CH:4]=[CH:3][CH:2]=1.[Br:12]N1C(=O)CCC1=O.[OH-].[Na+]. The catalyst is O1CCCC1. (4) The reactants are [CH2:1]([O:8][C:9]1[CH:17]=[C:16]([O:18][CH2:19][C:20]2[CH:25]=[CH:24][CH:23]=[CH:22][CH:21]=2)[C:15]([C:26]([CH3:28])=[CH2:27])=[CH:14][C:10]=1[C:11]([OH:13])=O)[C:2]1[CH:7]=[CH:6][CH:5]=[CH:4][CH:3]=1.[C:29](Cl)(=[O:33])[C:30](Cl)=[O:31].C([N:37]([CH2:40][CH3:41])[CH2:38][CH3:39])C. The catalyst is CN(C=O)C.C(Cl)Cl.C(OCC)(=O)C. The product is [CH2:1]([O:8][C:9]1[CH:17]=[C:16]([O:18][CH2:19][C:20]2[CH:21]=[CH:22][CH:23]=[CH:24][CH:25]=2)[C:15]([C:26]([CH3:28])=[CH2:27])=[CH:14][C:10]=1[C:11]([N:37]1[CH2:38][C:39]2[C:41](=[CH:3][CH:4]=[CH:5][C:6]=2[O:31][CH2:30][CH2:29][O:33][CH2:2][CH2:1][O:8][CH3:9])[CH2:40]1)=[O:13])[C:2]1[CH:3]=[CH:4][CH:5]=[CH:6][CH:7]=1. The yield is 1.00.